Predict the reactants needed to synthesize the given product. From a dataset of Retrosynthesis with 50K atom-mapped reactions and 10 reaction types from USPTO. (1) Given the product O=C(O)C(F)(F)F, predict the reactants needed to synthesize it. The reactants are: COc1ccc(CS[C@@H]2C[C@@H](CCC(=O)c3ccc(F)cc3)N(C(=O)OC(C)(C)C)C2)cc1. (2) Given the product Clc1cc(Cl)nc(NCc2c[nH]cn2)n1, predict the reactants needed to synthesize it. The reactants are: Nc1nc(Cl)cc(Cl)n1.O=Cc1c[nH]cn1. (3) The reactants are: CC(=O)OCc1ccc(C(=O)CCl)c(O)c1. Given the product CC(=O)OCc1ccc2c(c1)OCC2=O, predict the reactants needed to synthesize it. (4) The reactants are: CN(C(=O)[C@@H]1CCCN1C(=O)OC(C)(C)C)C1CC1. Given the product CN(C(=O)[C@@H]1CCCN1)C1CC1, predict the reactants needed to synthesize it. (5) Given the product CCSc1cc(Cl)cnc1C(=O)N(C)c1ccc(SC(F)(F)F)cc1, predict the reactants needed to synthesize it. The reactants are: CCS.CN(C(=O)c1ncc(Cl)cc1Cl)c1ccc(SC(F)(F)F)cc1. (6) Given the product COc1cc(C(=O)O)cc(C23CC4CC(CC(C4)C2)C3)c1OCc1ccccc1, predict the reactants needed to synthesize it. The reactants are: COC(=O)c1cc(OC)c(OCc2ccccc2)c(C23CC4CC(CC(C4)C2)C3)c1. (7) Given the product Nc1cnc2ccccc2c1NCc1cc(-c2cccnc2)on1, predict the reactants needed to synthesize it. The reactants are: O=[N+]([O-])c1cnc2ccccc2c1NCc1cc(-c2cccnc2)on1. (8) Given the product COc1ccc(C2CNC(=O)NC2)cc1OCCCCc1ccccc1, predict the reactants needed to synthesize it. The reactants are: COc1ccc(C2CNC(=O)NC2)cc1O.OCCCCc1ccccc1. (9) Given the product COc1ccc(C(=O)N2c3cc(Br)ccc3-n3cccc3C2C)cc1, predict the reactants needed to synthesize it. The reactants are: CC1Nc2cc(Br)ccc2-n2cccc21.COc1ccc(C(=O)Cl)cc1.